Dataset: NCI-60 drug combinations with 297,098 pairs across 59 cell lines. Task: Regression. Given two drug SMILES strings and cell line genomic features, predict the synergy score measuring deviation from expected non-interaction effect. Cell line: HCC-2998. Drug 2: C1CCN(CC1)CCOC2=CC=C(C=C2)C(=O)C3=C(SC4=C3C=CC(=C4)O)C5=CC=C(C=C5)O. Synergy scores: CSS=68.9, Synergy_ZIP=19.2, Synergy_Bliss=18.8, Synergy_Loewe=-15.1, Synergy_HSA=18.0. Drug 1: CC1=C2C(C(=O)C3(C(CC4C(C3C(C(C2(C)C)(CC1OC(=O)C(C(C5=CC=CC=C5)NC(=O)OC(C)(C)C)O)O)OC(=O)C6=CC=CC=C6)(CO4)OC(=O)C)OC)C)OC.